From a dataset of NCI-60 drug combinations with 297,098 pairs across 59 cell lines. Regression. Given two drug SMILES strings and cell line genomic features, predict the synergy score measuring deviation from expected non-interaction effect. (1) Drug 1: C1CN1P(=S)(N2CC2)N3CC3. Drug 2: C(CC(=O)O)C(=O)CN.Cl. Cell line: M14. Synergy scores: CSS=5.86, Synergy_ZIP=-2.68, Synergy_Bliss=-1.95, Synergy_Loewe=-1.39, Synergy_HSA=-1.17. (2) Drug 1: C1CN1C2=NC(=NC(=N2)N3CC3)N4CC4. Drug 2: CC1=CC2C(CCC3(C2CCC3(C(=O)C)OC(=O)C)C)C4(C1=CC(=O)CC4)C. Cell line: K-562. Synergy scores: CSS=41.6, Synergy_ZIP=0.658, Synergy_Bliss=-0.389, Synergy_Loewe=-13.0, Synergy_HSA=-2.11.